From a dataset of NCI-60 drug combinations with 297,098 pairs across 59 cell lines. Regression. Given two drug SMILES strings and cell line genomic features, predict the synergy score measuring deviation from expected non-interaction effect. (1) Drug 1: CCC1=CC2CC(C3=C(CN(C2)C1)C4=CC=CC=C4N3)(C5=C(C=C6C(=C5)C78CCN9C7C(C=CC9)(C(C(C8N6C)(C(=O)OC)O)OC(=O)C)CC)OC)C(=O)OC.C(C(C(=O)O)O)(C(=O)O)O. Drug 2: CN(CC1=CN=C2C(=N1)C(=NC(=N2)N)N)C3=CC=C(C=C3)C(=O)NC(CCC(=O)O)C(=O)O. Cell line: SN12C. Synergy scores: CSS=30.4, Synergy_ZIP=-4.88, Synergy_Bliss=-0.276, Synergy_Loewe=-1.22, Synergy_HSA=1.32. (2) Drug 1: CC1=C(C(CCC1)(C)C)C=CC(=CC=CC(=CC(=O)O)C)C. Drug 2: CNC(=O)C1=NC=CC(=C1)OC2=CC=C(C=C2)NC(=O)NC3=CC(=C(C=C3)Cl)C(F)(F)F. Cell line: MCF7. Synergy scores: CSS=13.0, Synergy_ZIP=1.77, Synergy_Bliss=1.81, Synergy_Loewe=-13.5, Synergy_HSA=0.474. (3) Drug 1: CC1C(C(CC(O1)OC2CC(CC3=C2C(=C4C(=C3O)C(=O)C5=C(C4=O)C(=CC=C5)OC)O)(C(=O)C)O)N)O.Cl. Drug 2: C1CN(P(=O)(OC1)NCCCl)CCCl. Cell line: HOP-62. Synergy scores: CSS=15.6, Synergy_ZIP=-6.44, Synergy_Bliss=-5.19, Synergy_Loewe=-22.1, Synergy_HSA=-8.10. (4) Drug 1: C1CC(C1)(C(=O)O)C(=O)O.[NH2-].[NH2-].[Pt+2]. Drug 2: CC1=C(C(=CC=C1)Cl)NC(=O)C2=CN=C(S2)NC3=CC(=NC(=N3)C)N4CCN(CC4)CCO. Cell line: SK-MEL-5. Synergy scores: CSS=8.25, Synergy_ZIP=-2.80, Synergy_Bliss=-0.311, Synergy_Loewe=-2.15, Synergy_HSA=-1.44. (5) Drug 1: B(C(CC(C)C)NC(=O)C(CC1=CC=CC=C1)NC(=O)C2=NC=CN=C2)(O)O. Drug 2: N.N.Cl[Pt+2]Cl. Cell line: HOP-92. Synergy scores: CSS=72.6, Synergy_ZIP=-0.798, Synergy_Bliss=-1.04, Synergy_Loewe=-2.81, Synergy_HSA=2.59. (6) Drug 2: C1=NNC2=C1C(=O)NC=N2. Cell line: SF-539. Synergy scores: CSS=10.6, Synergy_ZIP=-13.6, Synergy_Bliss=-12.3, Synergy_Loewe=-23.6, Synergy_HSA=-11.4. Drug 1: C1=NC2=C(N1)C(=S)N=C(N2)N. (7) Drug 1: CCC1(CC2CC(C3=C(CCN(C2)C1)C4=CC=CC=C4N3)(C5=C(C=C6C(=C5)C78CCN9C7C(C=CC9)(C(C(C8N6C=O)(C(=O)OC)O)OC(=O)C)CC)OC)C(=O)OC)O.OS(=O)(=O)O. Drug 2: C1=CC=C(C(=C1)C(C2=CC=C(C=C2)Cl)C(Cl)Cl)Cl. Cell line: TK-10. Synergy scores: CSS=6.34, Synergy_ZIP=4.15, Synergy_Bliss=1.50, Synergy_Loewe=-2.65, Synergy_HSA=1.03. (8) Drug 1: C(CCl)NC(=O)N(CCCl)N=O. Drug 2: N.N.Cl[Pt+2]Cl. Cell line: CAKI-1. Synergy scores: CSS=31.0, Synergy_ZIP=-2.23, Synergy_Bliss=-3.40, Synergy_Loewe=-1.01, Synergy_HSA=0.796. (9) Cell line: SK-MEL-2. Drug 2: CC(C)(C#N)C1=CC(=CC(=C1)CN2C=NC=N2)C(C)(C)C#N. Drug 1: C1=C(C(=O)NC(=O)N1)F. Synergy scores: CSS=31.9, Synergy_ZIP=-2.08, Synergy_Bliss=-5.05, Synergy_Loewe=-4.25, Synergy_HSA=-4.15.